Dataset: Peptide-MHC class II binding affinity with 134,281 pairs from IEDB. Task: Regression. Given a peptide amino acid sequence and an MHC pseudo amino acid sequence, predict their binding affinity value. This is MHC class II binding data. (1) The peptide sequence is GKWLDAKSTWYGKPT. The MHC is HLA-DQA10401-DQB10402 with pseudo-sequence HLA-DQA10401-DQB10402. The binding affinity (normalized) is 0.0318. (2) The peptide sequence is ASLTEALRVIAGALE. The MHC is HLA-DPA10201-DPB10101 with pseudo-sequence HLA-DPA10201-DPB10101. The binding affinity (normalized) is 0.314. (3) The peptide sequence is RTGQIFKQTYSKFDT. The MHC is DRB1_0701 with pseudo-sequence DRB1_0701. The binding affinity (normalized) is 0.646. (4) The peptide sequence is VRAVAESHGVAAVLF. The MHC is HLA-DQA10401-DQB10402 with pseudo-sequence HLA-DQA10401-DQB10402. The binding affinity (normalized) is 0.287. (5) The peptide sequence is YDKFLANVSTVLVGK. The MHC is DRB3_0202 with pseudo-sequence DRB3_0202. The binding affinity (normalized) is 0.975.